Predict the reactants needed to synthesize the given product. From a dataset of Full USPTO retrosynthesis dataset with 1.9M reactions from patents (1976-2016). (1) Given the product [CH3:36][C:34]([CH:31]([OH:59])[CH:32]([CH3:33])[CH:27]=[CH2:28])=[CH:29][C:30]1[N:54]=[C:55]([CH3:58])[S:56][CH:57]=1, predict the reactants needed to synthesize it. The reactants are: CC(C)([O-])C.[K+].C/C=C/C.C([Li])CCC.B(OC)([C@H:27]1[C@H:32]([CH3:33])[C@@H:31]2[C:34]([CH3:36])(C)[C@@H:29]([CH2:30]2)[CH2:28]1)[C@H:27]1[C@H:32]([CH3:33])[C@@H:31]2[C:34](C)([CH3:36])[C@@H:29]([CH2:30]2)[CH2:28]1.B(F)(F)F.CCOCC.CC(=CC1[N:54]=[C:55]([CH3:58])[S:56][CH:57]=1)C=O.[OH-:59].[Na+].OO. (2) Given the product [Br:57][C:54]1[N:53]=[C:52]([C:58](=[O:59])[NH:60][O:61][CH3:62])[C:51]([NH:50][C:26]2[C:27]([C:28]([F:29])([F:30])[F:31])=[CH:22][N:23]=[C:24]([NH:32][C:33]3[CH:47]=[CH:46][C:36]([CH2:37][P:38](=[O:45])([O:42][CH2:43][CH3:44])[O:39][CH2:40][CH3:41])=[CH:35][C:34]=3[O:48][CH3:49])[N:25]=2)=[CH:56][CH:55]=1, predict the reactants needed to synthesize it. The reactants are: OCCCN1C=C(C2C=CC(N[C:22]3[C:27]([C:28]([F:31])([F:30])[F:29])=[CH:26][N:25]=[C:24]([NH:32][C:33]4[CH:47]=[CH:46][C:36]([CH2:37][P:38](=[O:45])([O:42][CH2:43][CH3:44])[O:39][CH2:40][CH3:41])=[CH:35][C:34]=4[O:48][CH3:49])[N:23]=3)=C3C=2CN(C)C3=O)C=N1.[NH2:50][C:51]1[C:52]([C:58]([NH:60][O:61][CH3:62])=[O:59])=[N:53][C:54]([Br:57])=[CH:55][CH:56]=1.C(OP1(=O)CC2C=CC(=CC=2)NC2=NC(=C(C(F)(F)F)C=N2)NC2C=CC(=NC=2C(NC)=O)C2=CN(N=C2)CCCCO1)C. (3) Given the product [Si:1]([O:8][C@H:9]1[CH2:13][CH2:12][N:11]([CH2:14][C@H:15]([C:18]2[CH:19]=[C:20]([CH:26]=[CH:27][CH:28]=2)[C:21]([OH:23])=[O:22])[NH:16][CH3:17])[CH2:10]1)([C:4]([CH3:6])([CH3:7])[CH3:5])([CH3:3])[CH3:2], predict the reactants needed to synthesize it. The reactants are: [Si:1]([O:8][C@H:9]1[CH2:13][CH2:12][N:11]([CH2:14][C@H:15]([C:18]2[CH:19]=[C:20]([CH:26]=[CH:27][CH:28]=2)[C:21]([O:23]CC)=[O:22])[NH:16][CH3:17])[CH2:10]1)([C:4]([CH3:7])([CH3:6])[CH3:5])([CH3:3])[CH3:2].O[Li].O. (4) The reactants are: [CH2:1]([NH:3][C:4]([C:6]1[CH:7]=[C:8]([CH:13]=[CH:14][CH:15]=1)[C:9]([O:11]C)=[O:10])=[O:5])[CH3:2].[Li+].[OH-]. Given the product [CH2:1]([NH:3][C:4]([C:6]1[CH:7]=[C:8]([CH:13]=[CH:14][CH:15]=1)[C:9]([OH:11])=[O:10])=[O:5])[CH3:2], predict the reactants needed to synthesize it.